Dataset: Forward reaction prediction with 1.9M reactions from USPTO patents (1976-2016). Task: Predict the product of the given reaction. (1) Given the reactants [CH3:1][O:2][C:3]1[C:8]([CH2:9][N:10]2[CH2:15][CH2:14][CH:13]([CH2:16][C:17]([C:19]3[S:20][CH:21]=[CH:22][C:23]=3Br)=[O:18])[CH2:12][CH2:11]2)=[CH:7][CH:6]=[CH:5][N:4]=1.C([Sn](CCCC)(CCCC)[C:30]1[S:31][CH:32]=[CH:33][N:34]=1)CCC, predict the reaction product. The product is: [CH3:1][O:2][C:3]1[C:8]([CH2:9][N:10]2[CH2:15][CH2:14][CH:13]([CH2:16][C:17](=[O:18])[C:19]3[S:20][CH:21]=[CH:22][C:23]=3[C:30]3[S:31][CH:32]=[CH:33][N:34]=3)[CH2:12][CH2:11]2)=[CH:7][CH:6]=[CH:5][N:4]=1. (2) Given the reactants [H-].[Na+].[CH3:3][C:4]1[CH:5]=[C:6]([CH:20]=[CH:21][C:22]=1[CH3:23])[C:7]([C:9]1[C:18](=[O:19])[C:17]2[C:12](=[CH:13][CH:14]=[CH:15][CH:16]=2)[NH:11][CH:10]=1)=[O:8].Br.Br[CH2:26][C:27]1[CH:28]=[N:29][CH:30]=[CH:31][CH:32]=1, predict the reaction product. The product is: [CH3:3][C:4]1[CH:5]=[C:6]([CH:20]=[CH:21][C:22]=1[CH3:23])[C:7]([CH:9]1[C:18](=[O:19])[C:17]2[C:12](=[CH:13][CH:14]=[CH:15][CH:16]=2)[N:11]([CH2:26][C:27]2[CH:28]=[N:29][CH:30]=[CH:31][CH:32]=2)[CH2:10]1)=[O:8].